This data is from Forward reaction prediction with 1.9M reactions from USPTO patents (1976-2016). The task is: Predict the product of the given reaction. Given the reactants C(OC(=O)[NH:7][CH2:8][CH2:9][CH:10]1[CH2:15][CH2:14][N:13]([C:16]2[C:25]3[C:20](=[N:21][CH:22]=[C:23]([O:26][CH3:27])[CH:24]=3)[N:19]=[CH:18][C:17]=2[Cl:28])[CH2:12][CH2:11]1)(C)(C)C.C(O)(C(F)(F)F)=O, predict the reaction product. The product is: [Cl:28][C:17]1[CH:18]=[N:19][C:20]2[C:25]([C:16]=1[N:13]1[CH2:14][CH2:15][CH:10]([CH2:9][CH2:8][NH2:7])[CH2:11][CH2:12]1)=[CH:24][C:23]([O:26][CH3:27])=[CH:22][N:21]=2.